Predict the reaction yield, written as a fraction of the theoretical maximum amount of product (1.0 means a 100% yield; for example, 0.34 means a 34% yield). From a dataset of Reaction yield outcomes from USPTO patents with 853,638 reactions. The reactants are [H-].[Na+].F[C:4]1[C:14]([F:15])=[C:13]([F:16])[CH:12]=[CH:11][C:5]=1[NH:6][C@@H:7]([CH3:10])[CH2:8][OH:9]. The catalyst is CN(C=O)C. The product is [F:16][C:13]1[CH:12]=[CH:11][C:5]2[NH:6][C@@H:7]([CH3:10])[CH2:8][O:9][C:4]=2[C:14]=1[F:15]. The yield is 0.660.